The task is: Predict the reactants needed to synthesize the given product.. This data is from Full USPTO retrosynthesis dataset with 1.9M reactions from patents (1976-2016). (1) Given the product [CH2:1]([NH:3][C:4]([NH:6][C:7]1[CH:8]=[CH:9][C:10]([C:13]2[N:14]=[C:15]([N:23]3[CH2:28][CH2:27][O:26][CH2:25][C@@H:24]3[CH3:29])[C:16]3[CH2:22][CH2:21][N:20]([C:50]([C:45]4[CH:46]=[N:47][CH:48]=[CH:49][N:44]=4)=[O:51])[CH2:19][C:17]=3[N:18]=2)=[CH:11][CH:12]=1)=[O:5])[CH3:2], predict the reactants needed to synthesize it. The reactants are: [CH2:1]([NH:3][C:4]([NH:6][C:7]1[CH:12]=[CH:11][C:10]([C:13]2[N:14]=[C:15]([N:23]3[CH2:28][CH2:27][O:26][CH2:25][C@@H:24]3[CH3:29])[C:16]3[CH2:22][CH2:21][NH:20][CH2:19][C:17]=3[N:18]=2)=[CH:9][CH:8]=1)=[O:5])[CH3:2].CN(C)C=O.C(N(CC)C(C)C)(C)C.[N:44]1[CH:49]=[CH:48][N:47]=[CH:46][C:45]=1[C:50](Cl)=[O:51]. (2) The reactants are: [CH2:1]([O:3][C:4](=[O:22])[CH2:5][CH2:6][C:7](C1C=C(F)C(OCCCCl)=C(F)C=1)=[O:8])[CH3:2].C([O-])([O-])=O.[K+].[K+].C1(S([O-])(=O)=O)C=CC=CC=1. Given the product [CH2:1]([O:3][C:4](=[O:22])[CH2:5][CH2:6][CH:7]=[O:8])[CH3:2], predict the reactants needed to synthesize it. (3) Given the product [CH3:1][C:2]([O:4][C:5]1[S:9][C:8]2[CH2:10][CH2:11][N:12]([CH:14]([C:22]([CH:24]3[CH2:26][CH2:25]3)=[O:23])[C:15]3[CH:16]=[CH:17][CH:18]=[CH:19][C:20]=3[F:21])[CH2:13][C:7]=2[CH:6]=1)=[O:3].[ClH:27], predict the reactants needed to synthesize it. The reactants are: [CH3:1][C:2]([O:4][C:5]1[S:9][C:8]2[CH2:10][CH2:11][N:12]([CH:14]([C:22]([CH:24]3[CH2:26][CH2:25]3)=[O:23])[C:15]3[CH:16]=[CH:17][CH:18]=[CH:19][C:20]=3[F:21])[CH2:13][C:7]=2[CH:6]=1)=[O:3].[Cl:27]CCl.Cl. (4) Given the product [Br:1][C:2]1[CH:7]=[CH:6][C:5]([F:8])=[CH:4][C:3]=1[CH2:9][C@@H:10]([NH2:12])[CH3:11], predict the reactants needed to synthesize it. The reactants are: [Br:1][C:2]1[CH:7]=[CH:6][C:5]([F:8])=[CH:4][C:3]=1[CH2:9][C@@H:10]([N:12]=[N+]=[N-])[CH3:11].C1C=CC(P(C2C=CC=CC=2)C2C=CC=CC=2)=CC=1. (5) Given the product [Br:1][C:2]1[CH:10]=[CH:9][C:5]([CH2:6][OH:7])=[C:4]([CH3:11])[CH:3]=1, predict the reactants needed to synthesize it. The reactants are: [Br:1][C:2]1[CH:10]=[CH:9][C:5]([C:6](O)=[O:7])=[C:4]([CH3:11])[CH:3]=1.Cl. (6) The reactants are: C([Li])CCC.C(OO)(C)(C)C.[C:12]1([CH:18]([C:79]2[CH:84]=[CH:83][CH:82]=[CH:81][CH:80]=2)[C@H:19]([NH:60][C:61](=[O:78])[C@H:62]([CH2:74][CH:75]([CH3:77])[CH3:76])[NH:63][C:64]([O:66][CH2:67][C:68]2[CH:73]=[CH:72][CH:71]=[CH:70][CH:69]=2)=[O:65])[CH:20]=[CH:21][S:22]([CH:25]=[CH:26][C@@H:27]([NH:41][C:42](=[O:59])[C@H:43]([CH2:55][CH:56]([CH3:58])[CH3:57])[NH:44][C:45]([O:47][CH2:48][C:49]2[CH:54]=[CH:53][CH:52]=[CH:51][CH:50]=2)=[O:46])[CH:28]([C:35]2[CH:40]=[CH:39][CH:38]=[CH:37][CH:36]=2)[C:29]2[CH:34]=[CH:33][CH:32]=[CH:31][CH:30]=2)(=[O:24])=[O:23])[CH:17]=[CH:16][CH:15]=[CH:14][CH:13]=1.CCOC(C)=O. Given the product [C:29]1([CH:28]([C:35]2[CH:36]=[CH:37][CH:38]=[CH:39][CH:40]=2)[C:27]([NH:41][C:42](=[O:59])[C@H:43]([CH2:55][CH:56]([CH3:57])[CH3:58])[NH:44][C:45]([O:47][CH2:48][C:49]2[CH:54]=[CH:53][CH:52]=[CH:51][CH:50]=2)=[O:46])=[CH:26][CH2:25][S:22]([CH2:21][CH:20]=[C:19]([NH:60][C:61](=[O:78])[C@H:62]([CH2:74][CH:75]([CH3:77])[CH3:76])[NH:63][C:64]([O:66][CH2:67][C:68]2[CH:69]=[CH:70][CH:71]=[CH:72][CH:73]=2)=[O:65])[CH:18]([C:12]2[CH:17]=[CH:16][CH:15]=[CH:14][CH:13]=2)[C:79]2[CH:80]=[CH:81][CH:82]=[CH:83][CH:84]=2)(=[O:23])=[O:24])[CH:34]=[CH:33][CH:32]=[CH:31][CH:30]=1, predict the reactants needed to synthesize it. (7) Given the product [Cl:1][CH2:2][CH2:3][C@H:4]([O:5][C:12]1[C:17]2[S:18][CH:19]=[CH:20][C:16]=2[CH:15]=[CH:14][CH:13]=1)[C:6]1[S:7][CH:8]=[CH:9][CH:10]=1, predict the reactants needed to synthesize it. The reactants are: [Cl:1][CH2:2][CH2:3][C@H:4]([C:6]1[S:7][CH:8]=[CH:9][CH:10]=1)[OH:5].O[C:12]1[C:17]2[S:18][CH:19]=[CH:20][C:16]=2[CH:15]=[CH:14][CH:13]=1. (8) Given the product [CH3:24][O:25][C:26]([C:28]1[CH2:29][N:30]([C:42]([O:44][C:45]([CH3:48])([CH3:47])[CH3:46])=[O:43])[CH2:31][CH2:32][C:33]=1[C:15]1[CH:16]=[CH:17][C:12]([O:11][CH2:10][CH2:9][O:8][Si:1]([C:4]([CH3:7])([CH3:6])[CH3:5])([CH3:3])[CH3:2])=[CH:13][CH:14]=1)=[O:27], predict the reactants needed to synthesize it. The reactants are: [Si:1]([O:8][CH2:9][CH2:10][O:11][C:12]1[CH:17]=[CH:16][C:15](Br)=[CH:14][CH:13]=1)([C:4]([CH3:7])([CH3:6])[CH3:5])([CH3:3])[CH3:2].[Li]CCCC.[CH3:24][O:25][C:26]([C:28]1[CH2:29][N:30]([C:42]([O:44][C:45]([CH3:48])([CH3:47])[CH3:46])=[O:43])[CH2:31][CH2:32][C:33]=1OS(C(F)(F)F)(=O)=O)=[O:27].[NH4+].[Cl-]. (9) Given the product [F:29][CH:27]([F:28])[C:25]1[CH:24]=[C:23]([C:30]2[CH:31]=[N:32][C:33]([C:36]([F:38])([F:39])[F:37])=[CH:34][CH:35]=2)[N:22]=[C:21]([C:17]2[CH:16]=[C:15]([C:11]3[CH:12]=[CH:13][CH:14]=[C:9]([S:6]([NH2:5])(=[O:7])=[O:8])[CH:10]=3)[CH:20]=[CH:19][CH:18]=2)[N:26]=1, predict the reactants needed to synthesize it. The reactants are: C([NH:5][S:6]([C:9]1[CH:10]=[C:11]([C:15]2[CH:20]=[CH:19][CH:18]=[C:17]([C:21]3[N:26]=[C:25]([CH:27]([F:29])[F:28])[CH:24]=[C:23]([C:30]4[CH:31]=[N:32][C:33]([C:36]([F:39])([F:38])[F:37])=[CH:34][CH:35]=4)[N:22]=3)[CH:16]=2)[CH:12]=[CH:13][CH:14]=1)(=[O:8])=[O:7])(C)(C)C.C(O)(C(F)(F)F)=O.